From a dataset of Catalyst prediction with 721,799 reactions and 888 catalyst types from USPTO. Predict which catalyst facilitates the given reaction. (1) Reactant: [Cl:1][C:2]1[C:7]([C:8]2[C:17](=[O:18])[NH:16][C:11]3=[N:12][CH:13]=[CH:14][N:15]=[C:10]3[C:9]=2[O:19][C:20](=[O:25])[C:21]([CH3:24])([CH3:23])[CH3:22])=[CH:6][CH:5]=[C:4]([Cl:26])[N:3]=1.C(=O)([O-])[O-].[K+].[K+].[F:33][CH:34]([F:37])[CH2:35]Br. Product: [Cl:1][C:2]1[C:7]([C:8]2[C:17](=[O:18])[N:16]([CH2:35][CH:34]([F:37])[F:33])[C:11]3=[N:12][CH:13]=[CH:14][N:15]=[C:10]3[C:9]=2[O:19][C:20](=[O:25])[C:21]([CH3:22])([CH3:23])[CH3:24])=[CH:6][CH:5]=[C:4]([Cl:26])[N:3]=1. The catalyst class is: 288. (2) Reactant: [N+:1]([C:4]1[CH:20]=[CH:19][C:7]2[C:8]3[CH:14]=[C:13]([S:15](O)(=[O:17])=[O:16])[CH:12]=[CH:11][C:9]=3[O:10][C:6]=2[CH:5]=1)([O-:3])=[O:2].S(Cl)([Cl:23])=O. Product: [N+:1]([C:4]1[CH:20]=[CH:19][C:7]2[C:8]3[CH:14]=[C:13]([S:15]([Cl:23])(=[O:17])=[O:16])[CH:12]=[CH:11][C:9]=3[O:10][C:6]=2[CH:5]=1)([O-:3])=[O:2]. The catalyst class is: 3. (3) Reactant: C(OC([NH:8][C@@H:9]1[CH2:14][CH2:13][C@H:12]([CH2:15][NH:16][C:17](=[O:26])[O:18][CH2:19][C:20]2[CH:25]=[CH:24][CH:23]=[CH:22][CH:21]=2)[CH2:11][CH2:10]1)=O)(C)(C)C.Cl. Product: [NH2:8][C@@H:9]1[CH2:14][CH2:13][C@H:12]([CH2:15][NH:16][C:17](=[O:26])[O:18][CH2:19][C:20]2[CH:21]=[CH:22][CH:23]=[CH:24][CH:25]=2)[CH2:11][CH2:10]1. The catalyst class is: 25. (4) Reactant: [F:1][C:2]([F:13])([F:12])[O:3][C:4]1[CH:11]=[CH:10][C:7]([CH:8]=O)=[CH:6][CH:5]=1.[N+:14]([CH3:17])([O-:16])=[O:15].C([O-])(=O)C.[NH4+]. Product: [F:1][C:2]([F:13])([F:12])[O:3][C:4]1[CH:11]=[CH:10][C:7]([CH:8]=[CH:17][N+:14]([O-:16])=[O:15])=[CH:6][CH:5]=1. The catalyst class is: 86.